From a dataset of Forward reaction prediction with 1.9M reactions from USPTO patents (1976-2016). Predict the product of the given reaction. (1) Given the reactants [CH:1]([C:3]1[CH:8]=[CH:7][C:6]([NH:9]C(=O)C)=[C:5]([C:13]#[C:14][CH2:15][CH2:16][OH:17])[CH:4]=1)=[O:2].CCCC[N+](CCCC)(CCCC)CCCC.[F-], predict the reaction product. The product is: [OH:17][CH2:16][CH2:15][C:14]1[NH:9][C:6]2[C:5]([CH:13]=1)=[CH:4][C:3]([CH:1]=[O:2])=[CH:8][CH:7]=2. (2) Given the reactants CCN=C=NCCCN(C)C.[CH3:12][N:13]1[C:21]2[C:16](=[CH:17][CH:18]=[CH:19][CH:20]=2)[C:15]([CH3:22])=[C:14]1[C:23]([OH:25])=O.C(Cl)Cl.[NH2:29][C@H:30]([C:34]([OH:36])=[O:35])[CH:31]([CH3:33])[CH3:32], predict the reaction product. The product is: [CH3:12][N:13]1[C:21]2[C:16](=[CH:17][CH:18]=[CH:19][CH:20]=2)[C:15]([CH3:22])=[C:14]1[C:23]([NH:29][C@H:30]([C:34]([OH:36])=[O:35])[CH:31]([CH3:33])[CH3:32])=[O:25].